From a dataset of Catalyst prediction with 721,799 reactions and 888 catalyst types from USPTO. Predict which catalyst facilitates the given reaction. (1) Reactant: Cl[CH2:2][C:3]1[CH:4]=[C:5]([C:10]#[C:11][C:12]2[CH:13]=[N:14][CH:15]=[C:16]([CH:19]=2)[C:17]#[N:18])[CH:6]=[CH:7][C:8]=1[F:9].[C-:20]#[N:21].[Na+]. Product: [C:20]([CH2:2][C:3]1[CH:4]=[C:5]([C:10]#[C:11][C:12]2[CH:13]=[N:14][CH:15]=[C:16]([CH:19]=2)[C:17]#[N:18])[CH:6]=[CH:7][C:8]=1[F:9])#[N:21]. The catalyst class is: 42. (2) Reactant: [Br:1][C:2]1[CH:3]=[C:4]2[C:8](=[CH:9][CH:10]=1)[NH:7][C:6](=[O:11])[CH2:5]2.[CH2:12]([N:14]([CH2:29][CH3:30])[CH2:15][CH2:16][O:17][C:18]1[CH:19]=[C:20]2[C:24](=[CH:25][CH:26]=1)[NH:23][C:22]([CH:27]=O)=[CH:21]2)[CH3:13].N1CCCCC1. Product: [Br:1][C:2]1[CH:3]=[C:4]2[C:8](=[CH:9][CH:10]=1)[NH:7][C:6](=[O:11])[C:5]2=[CH:27][C:22]1[NH:23][C:24]2[C:20]([CH:21]=1)=[CH:19][C:18]([O:17][CH2:16][CH2:15][N:14]([CH2:12][CH3:13])[CH2:29][CH3:30])=[CH:26][CH:25]=2. The catalyst class is: 8. (3) Reactant: [C:1]([C:3]1[N:4]([CH3:9])[C:5]([CH3:8])=[CH:6][CH:7]=1)#[N:2].C(N(CC)CC)C.[SH2:17]. Product: [CH3:9][N:4]1[C:5]([CH3:8])=[CH:6][CH:7]=[C:3]1[C:1](=[S:17])[NH2:2]. The catalyst class is: 8. (4) Reactant: [CH2:1]([O:3][C:4](=[O:18])[C:5]1[CH:10]=[C:9]([C:11]([F:14])([F:13])[F:12])[C:8]([CH:15]=O)=[C:7]([Br:17])[CH:6]=1)[CH3:2].[CH3:19][N:20]([C@H:28]1[CH2:33][CH2:32][CH2:31][NH:30][CH2:29]1)[C:21](=[O:27])[O:22][C:23]([CH3:26])([CH3:25])[CH3:24]. Product: [Br:17][C:7]1[CH:6]=[C:5]([CH:10]=[C:9]([C:11]([F:14])([F:13])[F:12])[C:8]=1[CH2:15][N:30]1[CH2:31][CH2:32][CH2:33][C@H:28]([N:20]([CH3:19])[C:21]([O:22][C:23]([CH3:25])([CH3:24])[CH3:26])=[O:27])[CH2:29]1)[C:4]([O:3][CH2:1][CH3:2])=[O:18]. The catalyst class is: 22. (5) Reactant: C[O:2][C:3]1[C:8]([C:9]2[N:10]=[N:11][N:12]([CH3:14])[N:13]=2)=[C:7]([O:15]C)[N:6]=[CH:5][N:4]=1.Cl. Product: [CH3:14][N:12]1[N:11]=[N:10][C:9]([C:8]2[C:3]([OH:2])=[N:4][CH:5]=[N:6][C:7]=2[OH:15])=[N:13]1. The catalyst class is: 15. (6) Reactant: C([O:8][C:9]1[CH:10]=[CH:11][C:12]([S:19]([C:22]2[C:30]3[N:29]=[CH:28][N:27]([CH2:31][C:32]4[CH:37]=[CH:36][CH:35]=[CH:34][C:33]=4[Cl:38])[C:26]=3[CH:25]=[CH:24][CH:23]=2)(=[O:21])=[O:20])=[C:13]2[C:18]=1[N:17]=[CH:16][CH:15]=[CH:14]2)C1C=CC=CC=1.[BrH:39]. Product: [BrH:39].[BrH:39].[Cl:38][C:33]1[CH:34]=[CH:35][CH:36]=[CH:37][C:32]=1[CH2:31][N:27]1[C:26]2[CH:25]=[CH:24][CH:23]=[C:22]([S:19]([C:12]3[CH:11]=[CH:10][C:9]([OH:8])=[C:18]4[C:13]=3[CH:14]=[CH:15][CH:16]=[N:17]4)(=[O:20])=[O:21])[C:30]=2[N:29]=[CH:28]1. The catalyst class is: 106.